From a dataset of Peptide-MHC class I binding affinity with 185,985 pairs from IEDB/IMGT. Regression. Given a peptide amino acid sequence and an MHC pseudo amino acid sequence, predict their binding affinity value. This is MHC class I binding data. (1) The peptide sequence is SKPKPKIPA. The MHC is Mamu-A01 with pseudo-sequence Mamu-A01. The binding affinity (normalized) is 0. (2) The peptide sequence is GIYNCCESNI. The MHC is HLA-A02:03 with pseudo-sequence HLA-A02:03. The binding affinity (normalized) is 0.543. (3) The peptide sequence is TPSGTWLTY. The MHC is HLA-B08:01 with pseudo-sequence HLA-B08:01. The binding affinity (normalized) is 0.0847.